Dataset: Reaction yield outcomes from USPTO patents with 853,638 reactions. Task: Predict the reaction yield, written as a fraction of the theoretical maximum amount of product (1.0 means a 100% yield; for example, 0.34 means a 34% yield). (1) The reactants are [NH:1]1[C:9]2[C:4](=[CH:5][C:6]([CH2:10][CH2:11][CH2:12][C:13]3[CH:22]=[CH:21][C:20]4[C:15](=[N:16][CH:17]=[CH:18][CH:19]=4)[N:14]=3)=[CH:7][CH:8]=2)[CH:3]=[CH:2]1.[H-].[Na+].[CH2:25]([O:27][C:28](=[O:35])[CH2:29][CH:30](Br)[CH2:31][CH2:32][CH3:33])[CH3:26]. The catalyst is CN(C=O)C. The product is [CH2:25]([O:27][C:28](=[O:35])[CH2:29][CH:30]([N:1]1[C:9]2[C:4](=[CH:5][C:6]([CH2:10][CH2:11][CH2:12][C:13]3[CH:22]=[CH:21][C:20]4[C:15](=[N:16][CH:17]=[CH:18][CH:19]=4)[N:14]=3)=[CH:7][CH:8]=2)[CH:3]=[CH:2]1)[CH2:31][CH2:32][CH3:33])[CH3:26]. The yield is 0.170. (2) The reactants are [F:1][C:2]1[CH:7]=[CH:6][C:5]([CH:8]([C:10]2[N:19]=[C:18]([NH:20][C:21]3[CH:25]=[C:24]([CH3:26])[NH:23][N:22]=3)[C:17]3[C:12](=[CH:13][CH:14]=[CH:15][CH:16]=3)[N:11]=2)[OH:9])=[CH:4][CH:3]=1.[BrH:27]. The catalyst is C(O)C. The product is [BrH:27].[F:1][C:2]1[CH:7]=[CH:6][C:5]([CH:8]([C:10]2[N:19]=[C:18]([NH:20][C:21]3[CH:25]=[C:24]([CH3:26])[NH:23][N:22]=3)[C:17]3[C:12](=[CH:13][CH:14]=[CH:15][CH:16]=3)[N:11]=2)[OH:9])=[CH:4][CH:3]=1. The yield is 0.860. (3) The reactants are [F:1][C:2]([F:15])([F:14])[CH2:3][CH2:4][N:5]1[CH2:10][CH2:9][CH:8]([C:11](O)=[O:12])[CH2:7][CH2:6]1.S(Cl)([Cl:18])=O. No catalyst specified. The product is [F:1][C:2]([F:15])([F:14])[CH2:3][CH2:4][N:5]1[CH2:10][CH2:9][CH:8]([C:11]([Cl:18])=[O:12])[CH2:7][CH2:6]1. The yield is 0.680. (4) The product is [CH3:1][O:2][CH:3]([C:7]1[CH:12]=[CH:11][CH:10]=[CH:9][CH:8]=1)[CH2:4][CH2:5][N:27]1[CH2:28][CH2:29][CH:24]([C:20]2[CH:19]=[C:18]([NH:17][C:15](=[O:16])[CH:14]([CH3:13])[CH3:30])[CH:23]=[CH:22][CH:21]=2)[CH2:25][CH2:26]1. The reactants are [CH3:1][O:2][CH:3]([C:7]1[CH:12]=[CH:11][CH:10]=[CH:9][CH:8]=1)[CH2:4][CH2:5]Cl.[CH3:13][CH:14]([CH3:30])[C:15]([NH:17][C:18]1[CH:23]=[CH:22][CH:21]=[C:20]([CH:24]2[CH2:29][CH2:28][NH:27][CH2:26][CH2:25]2)[CH:19]=1)=[O:16].C(N(C(C)C)CC)(C)C.N. The yield is 0.912. The catalyst is [I-].C([N+](CCCC)(CCCC)CCCC)CCC.O1CCOCC1.C(Cl)(Cl)Cl.